From a dataset of Forward reaction prediction with 1.9M reactions from USPTO patents (1976-2016). Predict the product of the given reaction. (1) Given the reactants [C:1]([C:3]1[C:4]([N:16]2[CH2:19][CH:18]([C:20](O)=[O:21])[CH2:17]2)=[N:5][C:6]([CH2:14][F:15])=[C:7]([C:9]([O:11][CH2:12][CH3:13])=[O:10])[CH:8]=1)#[N:2].[F:23][C:24]1[CH:29]=[C:28]([F:30])[CH:27]=[CH:26][C:25]=1[CH2:31][S:32]([NH2:35])(=[O:34])=[O:33], predict the reaction product. The product is: [C:1]([C:3]1[C:4]([N:16]2[CH2:19][CH:18]([C:20](=[O:21])[NH:35][S:32]([CH2:31][C:25]3[CH:26]=[CH:27][C:28]([F:30])=[CH:29][C:24]=3[F:23])(=[O:33])=[O:34])[CH2:17]2)=[N:5][C:6]([CH2:14][F:15])=[C:7]([CH:8]=1)[C:9]([O:11][CH2:12][CH3:13])=[O:10])#[N:2]. (2) Given the reactants [Br:1][C:2]1[CH:8]=[CH:7][C:5]([NH2:6])=[C:4]([N+:9]([O-:11])=[O:10])[CH:3]=1.[H-].[Na+].[C:14](O[C:14]([O:16][C:17]([CH3:20])([CH3:19])[CH3:18])=[O:15])([O:16][C:17]([CH3:20])([CH3:19])[CH3:18])=[O:15], predict the reaction product. The product is: [Br:1][C:2]1[CH:8]=[CH:7][C:5]([NH:6][C:14](=[O:15])[O:16][C:17]([CH3:20])([CH3:19])[CH3:18])=[C:4]([N+:9]([O-:11])=[O:10])[CH:3]=1. (3) Given the reactants [O:1]1[CH2:5][CH2:4][O:3][CH:2]1[C:6]1[O:10][C:9]([CH:11]([C:13]2[CH:18]=[CH:17][C:16]([F:19])=[CH:15][CH:14]=2)[OH:12])=[CH:8][CH:7]=1, predict the reaction product. The product is: [O:1]1[CH2:5][CH2:4][O:3][CH:2]1[C:6]1[O:10][C:9]([C:11]([C:13]2[CH:18]=[CH:17][C:16]([F:19])=[CH:15][CH:14]=2)=[O:12])=[CH:8][CH:7]=1. (4) Given the reactants [Cl:1][C:2]1[CH:7]=[CH:6][C:5]([NH:8][CH:9]2[CH2:14][CH2:13][N:12](C(OC(C)(C)C)=O)[CH2:11][CH2:10]2)=[CH:4][CH:3]=1, predict the reaction product. The product is: [Cl:1][C:2]1[CH:7]=[CH:6][C:5]([NH:8][CH:9]2[CH2:14][CH2:13][NH:12][CH2:11][CH2:10]2)=[CH:4][CH:3]=1. (5) The product is: [C:18]([NH:26][C:27]1[CH:39]=[C:38]([C:2]2[CH:7]=[CH:6][C:5]([OH:8])=[C:4]([Cl:9])[CH:3]=2)[CH:37]=[CH:36][C:28]=1[C:29]([O:31][C:32]([CH3:34])([CH3:35])[CH3:33])=[O:30])(=[O:25])[C:19]1[CH:20]=[CH:21][CH:22]=[CH:23][CH:24]=1. Given the reactants Br[C:2]1[CH:7]=[CH:6][C:5]([OH:8])=[C:4]([Cl:9])[CH:3]=1.C(=O)([O-])O.[Na+].C(O)C.[C:18]([NH:26][C:27]1[CH:39]=[C:38](B2OC(C)(C)C(C)(C)O2)[CH:37]=[CH:36][C:28]=1[C:29]([O:31][C:32]([CH3:35])([CH3:34])[CH3:33])=[O:30])(=[O:25])[C:19]1[CH:24]=[CH:23][CH:22]=[CH:21][CH:20]=1, predict the reaction product. (6) Given the reactants [NH:1]1[CH2:5][CH2:4][CH2:3][CH2:2]1.Cl[CH2:7][C:8]1[CH:13]=[CH:12][C:11]([C:14]([F:17])([F:16])[F:15])=[CH:10][C:9]=1[N+:18]([O-:20])=[O:19], predict the reaction product. The product is: [N+:18]([C:9]1[CH:10]=[C:11]([C:14]([F:15])([F:16])[F:17])[CH:12]=[CH:13][C:8]=1[CH2:7][N:1]1[CH2:5][CH2:4][CH2:3][CH2:2]1)([O-:20])=[O:19].